The task is: Predict which catalyst facilitates the given reaction.. This data is from Catalyst prediction with 721,799 reactions and 888 catalyst types from USPTO. Product: [CH:34]1([C:37]2[CH:38]=[CH:39][CH:40]=[C:41]3[C:46]=2[N:45]=[C:44]([C:47]([N:26]2[CH2:25][CH2:24][C:23]4([CH2:22][C:21](=[O:33])[C:20]5[C:30](=[CH:31][CH:32]=[C:18]([C:16]6[CH:15]=[N:14][N:13]([CH3:12])[CH:17]=6)[CH:19]=5)[O:29]4)[CH2:28][CH2:27]2)=[O:48])[CH:43]=[C:42]3[OH:50])[CH2:35][CH2:36]1. Reactant: C1C=CC2N(O)N=NC=2C=1.Cl.[CH3:12][N:13]1[CH:17]=[C:16]([C:18]2[CH:19]=[C:20]3[C:30](=[CH:31][CH:32]=2)[O:29][C:23]2([CH2:28][CH2:27][NH:26][CH2:25][CH2:24]2)[CH2:22][C:21]3=[O:33])[CH:15]=[N:14]1.[CH:34]1([C:37]2[CH:38]=[CH:39][CH:40]=[C:41]3[C:46]=2[N:45]=[C:44]([C:47](O)=[O:48])[CH:43]=[C:42]3[OH:50])[CH2:36][CH2:35]1.O. The catalyst class is: 3.